This data is from Reaction yield outcomes from USPTO patents with 853,638 reactions. The task is: Predict the reaction yield, written as a fraction of the theoretical maximum amount of product (1.0 means a 100% yield; for example, 0.34 means a 34% yield). (1) The reactants are [C:1]([O:5][C:6]([NH:8][CH2:9][C@@H:10]1[O:15][C:14]2[N:16]=[CH:17][C:18]([C:20]([O:22]C)=[O:21])=[CH:19][C:13]=2[NH:12][C:11]1=[O:24])=[O:7])([CH3:4])([CH3:3])[CH3:2].[OH-].[Na+].Cl. The catalyst is O1CCCC1.CO.O. The product is [C:1]([O:5][C:6]([NH:8][CH2:9][C@@H:10]1[O:15][C:14]2[N:16]=[CH:17][C:18]([C:20]([OH:22])=[O:21])=[CH:19][C:13]=2[NH:12][C:11]1=[O:24])=[O:7])([CH3:4])([CH3:2])[CH3:3]. The yield is 0.930. (2) The reactants are Cl.[CH2:2]([C@@:5]([C:14]([OH:16])=[O:15])([CH2:7][C:8]1[CH:13]=[CH:12][CH:11]=[CH:10][CH:9]=1)[NH2:6])[CH:3]=[CH2:4].[C:17](O[C:17]([O:19][C:20]([CH3:23])([CH3:22])[CH3:21])=[O:18])([O:19][C:20]([CH3:23])([CH3:22])[CH3:21])=[O:18].C(=O)(O)[O-].[Na+]. The catalyst is C1COCC1.O.C(OCC)(=O)C. The product is [C:20]([O:19][C:17]([NH:6][C@:5]([CH2:2][CH:3]=[CH2:4])([C:14]([OH:16])=[O:15])[CH2:7][C:8]1[CH:13]=[CH:12][CH:11]=[CH:10][CH:9]=1)=[O:18])([CH3:23])([CH3:22])[CH3:21]. The yield is 0.860. (3) The reactants are [CH3:1][C:2]1([CH3:30])[C:6](=[O:7])[N:5]([C:8]2[CH:15]=[CH:14][C:11]([C:12]#[N:13])=[C:10]([C:16]([F:19])([F:18])[F:17])[CH:9]=2)[C:4](=[O:20])[N:3]1[CH2:21][CH2:22][CH2:23][O:24]C1CCCO1.CC1C=CC(S(O)(=O)=O)=CC=1. The catalyst is CO.C(OCC)(=O)C. The product is [OH:24][CH2:23][CH2:22][CH2:21][N:3]1[C:2]([CH3:30])([CH3:1])[C:6](=[O:7])[N:5]([C:8]2[CH:15]=[CH:14][C:11]([C:12]#[N:13])=[C:10]([C:16]([F:19])([F:17])[F:18])[CH:9]=2)[C:4]1=[O:20]. The yield is 0.950. (4) The reactants are Br[C:2]1[CH:3]=[C:4]([O:20][CH3:21])[C:5]2[NH:9][C:8](=[O:10])[N:7]([C:11]3[CH:16]=[C:15]([F:17])[CH:14]=[C:13]([F:18])[CH:12]=3)[C:6]=2[CH:19]=1.[F:22][C:23]1[CH:28]=[CH:27][C:26]([C:29]2[O:30][C:31]3[CH:41]=[C:40]([N:42]([CH3:47])[S:43]([CH3:46])(=[O:45])=[O:44])[C:39](B4OC(C)(C)C(C)(C)O4)=[CH:38][C:32]=3[C:33]=2[C:34]([NH:36][CH3:37])=[O:35])=[CH:25][CH:24]=1.C([O-])([O-])=O.[K+].[K+]. The catalyst is O1CCOCC1.C1C=CC(P(C2C=CC=CC=2)[C-]2C=CC=C2)=CC=1.C1C=CC(P(C2C=CC=CC=2)[C-]2C=CC=C2)=CC=1.Cl[Pd]Cl.[Fe+2]. The product is [F:18][C:13]1[CH:12]=[C:11]([N:7]2[C:6]3[CH:19]=[C:2]([C:39]4[C:40]([N:42]([CH3:47])[S:43]([CH3:46])(=[O:45])=[O:44])=[CH:41][C:31]5[O:30][C:29]([C:26]6[CH:27]=[CH:28][C:23]([F:22])=[CH:24][CH:25]=6)=[C:33]([C:34]([NH:36][CH3:37])=[O:35])[C:32]=5[CH:38]=4)[CH:3]=[C:4]([O:20][CH3:21])[C:5]=3[NH:9][C:8]2=[O:10])[CH:16]=[C:15]([F:17])[CH:14]=1. The yield is 0.210. (5) The reactants are [CH2:1]([O:8][C:9]1[N:14]=[C:13]2[S:15][C:16]([N:18]=[C:19](SC)SC)=[N:17][C:12]2=[CH:11][CH:10]=1)[C:2]1[CH:7]=[CH:6][CH:5]=[CH:4][CH:3]=1.Cl.Cl.[NH2:26][CH2:27][C@@:28]1([OH:36])[CH:33]2[CH2:34][CH2:35][N:30]([CH2:31][CH2:32]2)[CH2:29]1.C(=O)([O-])[O-].[Cs+].[Cs+].O. The catalyst is CN(C=O)C. The product is [CH2:1]([O:8][C:9]1[N:14]=[C:13]2[S:15][C:16]([NH:18][C:19]3[O:36][C@:28]4([CH2:27][N:26]=3)[CH:33]3[CH2:34][CH2:35][N:30]([CH2:31][CH2:32]3)[CH2:29]4)=[N:17][C:12]2=[CH:11][CH:10]=1)[C:2]1[CH:7]=[CH:6][CH:5]=[CH:4][CH:3]=1. The yield is 0.670. (6) The reactants are P12(SP3(SP(SP(S3)(S1)=S)(=S)S2)=S)=S.C(N)=O.Br[CH2:19][C:20]([C:22]1[CH:27]=[CH:26][C:25]([Br:28])=[CH:24][CH:23]=1)=O.[CH:29]([NH2:31])=[S:30].[OH-].[Na+]. The catalyst is O1CCOCC1. The product is [Br:28][C:25]1[CH:26]=[CH:27][C:22]([C:20]2[N:31]=[CH:29][S:30][CH:19]=2)=[CH:23][CH:24]=1. The yield is 0.950. (7) The reactants are Br[C:2]1[CH:7]=[CH:6][C:5]([NH:8][N:9]2[C:17](=[O:18])[C:16]3[C:11](=[CH:12][CH:13]=[CH:14][CH:15]=3)[C:10]2=[O:19])=[CH:4][CH:3]=1.C([O-])([O-])=O.[K+].[K+].CO[CH2:28][CH2:29]OC. The catalyst is O.C1C=CC([P]([Pd]([P](C2C=CC=CC=2)(C2C=CC=CC=2)C2C=CC=CC=2)([P](C2C=CC=CC=2)(C2C=CC=CC=2)C2C=CC=CC=2)[P](C2C=CC=CC=2)(C2C=CC=CC=2)C2C=CC=CC=2)(C2C=CC=CC=2)C2C=CC=CC=2)=CC=1. The product is [CH:28]([C:2]1[CH:7]=[CH:6][C:5]([NH:8][N:9]2[C:17](=[O:18])[C:16]3[C:11](=[CH:12][CH:13]=[CH:14][CH:15]=3)[C:10]2=[O:19])=[CH:4][CH:3]=1)=[CH2:29]. The yield is 0.130. (8) The product is [CH3:15][N:4]1[C:3]([CH2:2][OH:16])=[C:11]2[C:6]([CH:7]=[C:8]([N+:12]([O-:14])=[O:13])[CH:9]=[CH:10]2)=[N:5]1. The catalyst is CC#N.O. The reactants are Br[CH2:2][C:3]1[N:4]([CH3:15])[N:5]=[C:6]2[C:11]=1[CH:10]=[CH:9][C:8]([N+:12]([O-:14])=[O:13])=[CH:7]2.[OH-:16].[Na+]. The yield is 0.330. (9) The reactants are [N+:1]([C:4]1[CH:5]=[C:6]([CH:9]=[C:10]([C:12]([F:15])([F:14])[F:13])[CH:11]=1)[C:7]#[N:8])([O-])=O.C(O)(=O)C.[Sn](Cl)Cl. The catalyst is CCO.O. The product is [NH2:1][C:4]1[CH:5]=[C:6]([CH:9]=[C:10]([C:12]([F:13])([F:14])[F:15])[CH:11]=1)[C:7]#[N:8]. The yield is 0.490.